From a dataset of Full USPTO retrosynthesis dataset with 1.9M reactions from patents (1976-2016). Predict the reactants needed to synthesize the given product. (1) Given the product [OH:23][CH:19]([C:16]1[CH:17]=[CH:18][C:13]([O:12][CH2:11][C:10]2[CH:29]=[CH:30][C:7]([O:6][CH2:5]/[C:4](=[N:3]\[O:2][CH3:1])/[C:31]3[CH:32]=[CH:33][CH:34]=[CH:35][CH:36]=3)=[CH:8][CH:9]=2)=[CH:14][CH:15]=1)[CH:20]([S:50][C:44]1[CH:49]=[CH:48][CH:47]=[CH:46][CH:45]=1)[C:25]([O:27][CH2:28][CH3:37])=[O:26], predict the reactants needed to synthesize it. The reactants are: [CH3:1][O:2]/[N:3]=[C:4](/[C:31]1[CH:36]=[CH:35][CH:34]=[CH:33][CH:32]=1)\[CH2:5][O:6][C:7]1[CH:30]=[CH:29][C:10]([CH2:11][O:12][C:13]2[CH:18]=[CH:17][C:16]([CH:19]3[O:23]C(=O)O[CH:20]3[C:25]([O:27][CH3:28])=[O:26])=[CH:15][CH:14]=2)=[CH:9][CH:8]=1.[CH2:37](N(CC)CC)C.[C:44]1([SH:50])[CH:49]=[CH:48][CH:47]=[CH:46][CH:45]=1. (2) Given the product [C:8]([O:7][CH:3]1[CH2:4][CH2:5][CH2:6][NH:1][CH2:2]1)(=[O:23])[C:9]([C:11]1[CH:16]=[CH:15][CH:14]=[CH:13][CH:12]=1)([C:17]1[CH:22]=[CH:21][CH:20]=[CH:19][CH:18]=1)[OH:10], predict the reactants needed to synthesize it. The reactants are: [NH:1]1[CH2:6][CH2:5][CH2:4][CH:3]([OH:7])[CH2:2]1.[C:8](OC)(=[O:23])[C:9]([C:17]1[CH:22]=[CH:21][CH:20]=[CH:19][CH:18]=1)([C:11]1[CH:16]=[CH:15][CH:14]=[CH:13][CH:12]=1)[OH:10].C[O-].[Na+].Cl.